Dataset: Forward reaction prediction with 1.9M reactions from USPTO patents (1976-2016). Task: Predict the product of the given reaction. (1) The product is: [Cl:22][C:16]1[CH:17]=[C:18]([Cl:21])[CH:19]=[CH:20][C:15]=1[C:13]1[N:14]=[C:10](/[CH:9]=[CH:8]/[C:5]2[CH:6]=[CH:7][C:2]([C:29]3[CH:28]=[CH:27][C:26]([O:25][C:24]([F:23])([F:35])[F:36])=[CH:31][CH:30]=3)=[CH:3][CH:4]=2)[NH:11][CH:12]=1. Given the reactants Br[C:2]1[CH:7]=[CH:6][C:5](/[CH:8]=[CH:9]/[C:10]2[NH:11][CH:12]=[C:13]([C:15]3[CH:20]=[CH:19][C:18]([Cl:21])=[CH:17][C:16]=3[Cl:22])[N:14]=2)=[CH:4][CH:3]=1.[F:23][C:24]([F:36])([F:35])[O:25][C:26]1[CH:31]=[CH:30][C:29](B(O)O)=[CH:28][CH:27]=1, predict the reaction product. (2) Given the reactants [CH:1]1([NH:4][C:5]2[C:14]([N+:15]([O-])=O)=[CH:13][CH:12]=[CH:11][C:6]=2[C:7]([NH:9][CH3:10])=[O:8])[CH2:3][CH2:2]1, predict the reaction product. The product is: [NH2:15][C:14]1[C:5]([NH:4][CH:1]2[CH2:3][CH2:2]2)=[C:6]([CH:11]=[CH:12][CH:13]=1)[C:7]([NH:9][CH3:10])=[O:8]. (3) Given the reactants [NH:1]([C:20]([O:22][C:23]([CH3:26])([CH3:25])[CH3:24])=[O:21])[C@@H:2]([C:10]([N:12]1[CH2:19][CH2:18][CH2:17][C@H:13]1[C:14](O)=[O:15])=[O:11])[CH2:3][C:4]1[CH:9]=[CH:8][CH:7]=[CH:6][CH:5]=1.Cl.Cl.[NH2:29][CH:30]1[CH2:38][CH2:37][C:36]2[C:32](=[CH:33][NH:34][N:35]=2)[CH2:31]1, predict the reaction product. The product is: [CH2:3]([C@@H:2]([NH:1][C:20](=[O:21])[O:22][C:23]([CH3:26])([CH3:24])[CH3:25])[C:10](=[O:11])[N:12]1[CH2:19][CH2:18][CH2:17][C@H:13]1[C:14]([NH:29][CH:30]1[CH2:38][CH2:37][C:36]2[C:32](=[CH:33][NH:34][N:35]=2)[CH2:31]1)=[O:15])[C:4]1[CH:5]=[CH:6][CH:7]=[CH:8][CH:9]=1. (4) Given the reactants Br[C:2]1[CH:7]=[CH:6][C:5]([F:8])=[C:4]([F:9])[CH:3]=1.C([Li])CCC.[CH2:15]([N:22]1[CH2:26][CH2:25][C:24](=[O:27])[CH2:23]1)[C:16]1[CH:21]=[CH:20][CH:19]=[CH:18][CH:17]=1.O, predict the reaction product. The product is: [CH2:15]([N:22]1[CH2:26][CH2:25][C:24]([C:2]2[CH:7]=[CH:6][C:5]([F:8])=[C:4]([F:9])[CH:3]=2)([OH:27])[CH2:23]1)[C:16]1[CH:17]=[CH:18][CH:19]=[CH:20][CH:21]=1. (5) Given the reactants Br[C:2]1[CH:3]=[C:4]([S:8]([NH:11][C:12]2[CH:21]=[CH:20][C:15]([C:16]([O:18][CH3:19])=[O:17])=[C:14]([OH:22])[CH:13]=2)(=[O:10])=[O:9])[S:5][C:6]=1[Cl:7].[OH:23][CH2:24][C:25]1[CH:30]=[CH:29][CH:28]=[CH:27][C:26]=1B(O)O, predict the reaction product. The product is: [Cl:7][C:6]1[S:5][C:4]([S:8]([NH:11][C:12]2[CH:21]=[CH:20][C:15]([C:16]([O:18][CH3:19])=[O:17])=[C:14]([OH:22])[CH:13]=2)(=[O:10])=[O:9])=[CH:3][C:2]=1[C:26]1[CH:27]=[CH:28][CH:29]=[CH:30][C:25]=1[CH2:24][OH:23]. (6) Given the reactants [F:1][C:2]1[CH:3]=[C:4]([CH:7]=[CH:8][C:9]=1F)[CH:5]=[O:6].[OH:11][C:12]1[CH:13]=[C:14]([C:18]([F:21])([F:20])[F:19])[CH:15]=[CH:16][CH:17]=1.C(=O)([O-])[O-].[K+].[K+].O, predict the reaction product. The product is: [F:1][C:2]1[CH:3]=[C:4]([CH:7]=[CH:8][C:9]=1[O:11][C:12]1[CH:17]=[CH:16][CH:15]=[C:14]([C:18]([F:19])([F:20])[F:21])[CH:13]=1)[CH:5]=[O:6].